From a dataset of Forward reaction prediction with 1.9M reactions from USPTO patents (1976-2016). Predict the product of the given reaction. (1) Given the reactants [C:1]1([CH:7]2[C:12]3=[N:13][NH:14][C:15](=[O:20])[C:16]4[CH:17]=[CH:18][CH:19]=[C:10]([C:11]=43)[NH:9][C:8]2=O)[CH:6]=[CH:5][CH:4]=[CH:3][CH:2]=1.O1CCOCC1.CCN(CC)CC, predict the reaction product. The product is: [C:1]1([CH:7]2[C:12]3=[N:13][NH:14][C:15](=[O:20])[C:16]4[CH:17]=[CH:18][CH:19]=[C:10]([C:11]=43)[NH:9][CH2:8]2)[CH:2]=[CH:3][CH:4]=[CH:5][CH:6]=1. (2) Given the reactants [S:1]1[C:5]2[CH:6]=[CH:7][CH:8]=[CH:9][C:4]=2[N:3]=[C:2]1[NH:10]C(=O)OC(C)(C)C.Br[CH2:19][C:20]([O:22][CH2:23][CH3:24])=[O:21].C(=O)([O-])[O-].[K+].[K+], predict the reaction product. The product is: [NH:10]=[C:2]1[N:3]([CH2:19][C:20]([O:22][CH2:23][CH3:24])=[O:21])[C:4]2[CH:9]=[CH:8][CH:7]=[CH:6][C:5]=2[S:1]1. (3) The product is: [Cl:1][C:2]1[CH:10]=[C:9]2[C:5]([C:6]([C:11]([N:13]3[CH2:18][CH2:17][C:16]4([C:22]5[CH:23]=[CH:24][CH:25]=[CH:26][C:21]=5[C:20](=[O:27])[O:19]4)[CH2:15][CH2:14]3)=[O:12])=[CH:7][N:8]2[CH2:29][C:30]2([CH2:33][O:34][CH3:35])[CH2:32][CH2:31]2)=[CH:4][CH:3]=1. Given the reactants [Cl:1][C:2]1[CH:10]=[C:9]2[C:5]([C:6]([C:11]([N:13]3[CH2:18][CH2:17][C:16]4([C:22]5[CH:23]=[CH:24][CH:25]=[CH:26][C:21]=5[C:20](=[O:27])[O:19]4)[CH2:15][CH2:14]3)=[O:12])=[CH:7][NH:8]2)=[CH:4][CH:3]=1.Br[CH2:29][C:30]1([CH2:33][O:34][CH3:35])[CH2:32][CH2:31]1, predict the reaction product. (4) The product is: [CH2:1]([O:8][CH2:9][CH2:10][CH2:11][O:12][C:13]1[CH:14]=[CH:15][C:16]([CH:19]2[CH:24]([O:25][CH2:26][C:27]3[CH:36]=[CH:35][C:34]4[C:29](=[CH:30][CH:31]=[CH:32][CH:33]=4)[CH:28]=3)[CH2:23][NH:22][CH2:21][CH:20]2[CH2:44][O:45][CH3:46])=[CH:17][CH:18]=1)[C:2]1[CH:7]=[CH:6][CH:5]=[CH:4][CH:3]=1. Given the reactants [CH2:1]([O:8][CH2:9][CH2:10][CH2:11][O:12][C:13]1[CH:18]=[CH:17][C:16]([CH:19]2[CH:24]([O:25][CH2:26][C:27]3[CH:36]=[CH:35][C:34]4[C:29](=[CH:30][CH:31]=[CH:32][CH:33]=4)[CH:28]=3)[CH2:23][N:22](C(OC(C)(C)C)=O)[CH2:21][CH:20]2[CH2:44][O:45][CH3:46])=[CH:15][CH:14]=1)[C:2]1[CH:7]=[CH:6][CH:5]=[CH:4][CH:3]=1.Cl, predict the reaction product. (5) Given the reactants C([O-])C.[Na+].[CH3:5][CH2:6][C:7](=[O:13])[CH2:8][C:9](=[O:12])[CH2:10][CH3:11].[CH2:14]([N:21]1[CH:25]=[CH:24][N:23]=[C:22]1[CH2:26]Cl)[C:15]1[CH:20]=[CH:19][CH:18]=[CH:17][CH:16]=1.Cl.C(N1C=CN=C1CCl)C1C=CC=CC=1.[I-].[K+], predict the reaction product. The product is: [CH2:14]([N:21]1[CH:25]=[CH:24][N:23]=[C:22]1[CH2:26][CH:8]([C:7](=[O:13])[CH2:6][CH3:5])[C:9](=[O:12])[CH2:10][CH3:11])[C:15]1[CH:16]=[CH:17][CH:18]=[CH:19][CH:20]=1.